The task is: Predict the product of the given reaction.. This data is from Forward reaction prediction with 1.9M reactions from USPTO patents (1976-2016). (1) Given the reactants [CH2:1]([O:4][C:5]1[CH:14]=[CH:13][C:8]([C:9]([O:11]C)=[O:10])=[CH:7][CH:6]=1)[CH:2]=[CH2:3].C1COCC1.[OH-].[Na+], predict the reaction product. The product is: [CH2:1]([O:4][C:5]1[CH:14]=[CH:13][C:8]([C:9]([OH:11])=[O:10])=[CH:7][CH:6]=1)[CH:2]=[CH2:3]. (2) Given the reactants [F:1][C:2]1[CH:31]=[C:30]([F:32])[CH:29]=[CH:28][C:3]=1[CH2:4]N1C(=O)C=CC(CC2C3C(=CC=CC=3)N(CC(OC)=O)C=2C)=C1.[O:33]=[C:34]1[NH:39][N:38]=[C:37]([C:40]([O:42][CH3:43])=[O:41])[CH:36]=[CH:35]1.C(=O)([O-])[O-].[K+].[K+].FC1C=C(F)C=CC=1CBr, predict the reaction product. The product is: [F:1][C:2]1[CH:31]=[C:30]([F:32])[CH:29]=[CH:28][C:3]=1[CH2:4][N:39]1[C:34](=[O:33])[CH:35]=[CH:36][C:37]([C:40]([O:42][CH3:43])=[O:41])=[N:38]1. (3) Given the reactants Br[C:2]1[S:6][C:5]([S:7]([NH:10][CH2:11][CH2:12][O:13][CH3:14])(=[O:9])=[O:8])=[CH:4][CH:3]=1.[CH3:15][C:16]1([CH3:32])[C:20]([CH3:22])([CH3:21])[O:19][B:18]([B:18]2[O:19][C:20]([CH3:22])([CH3:21])[C:16]([CH3:32])([CH3:15])[O:17]2)[O:17]1.CC([O-])=O.[K+], predict the reaction product. The product is: [CH3:14][O:13][CH2:12][CH2:11][NH:10][S:7]([C:5]1[S:6][C:2]([B:18]2[O:19][C:20]([CH3:22])([CH3:21])[C:16]([CH3:32])([CH3:15])[O:17]2)=[CH:3][CH:4]=1)(=[O:9])=[O:8]. (4) Given the reactants ClC1C(Cl)=C(C([OH:18])(C(F)(F)F)C(F)(F)F)C=CC=1C1SC(C(OCC)=O)=NC=1C(O)=O.[F:32][CH:33]([F:65])[C:34]1[CH:39]=[C:38]([C:40]([OH:49])([C:45]([F:48])([F:47])[F:46])[C:41]([F:44])([F:43])[F:42])[CH:37]=[CH:36][C:35]=1[C:50]1[S:54][C:53]([C:55]([NH:57][CH2:58][C:59]([OH:62])([CH3:61])[CH3:60])=[O:56])=[N:52][C:51]=1[CH2:63][OH:64], predict the reaction product. The product is: [F:65][CH:33]([F:32])[C:34]1[CH:39]=[C:38]([C:40]([OH:49])([C:45]([F:46])([F:47])[F:48])[C:41]([F:42])([F:43])[F:44])[CH:37]=[CH:36][C:35]=1[C:50]1[S:54][C:53]([C:55](=[O:56])[NH:57][CH2:58][C:59]([OH:62])([CH3:60])[CH3:61])=[N:52][C:51]=1[C:63]([OH:18])=[O:64]. (5) Given the reactants C(O)(=O)C.[Cl:5]N1C(=O)CCC1=O.[CH:13]1[C:26]2[CH:25]([C:27]([OH:29])=[O:28])[C:24]3[C:19](=[CH:20][CH:21]=[CH:22][CH:23]=3)[O:18][C:17]=2[CH:16]=[CH:15][CH:14]=1.[ClH:30], predict the reaction product. The product is: [Cl:30][C:14]1[CH:15]=[CH:16][C:17]2[O:18][C:19]3[C:24](=[CH:23][C:22]([Cl:5])=[CH:21][CH:20]=3)[CH:25]([C:27]([OH:29])=[O:28])[C:26]=2[CH:13]=1. (6) Given the reactants [Na].[Br:2][C:3]1[CH:8]=[CH:7][C:6]([S:9]([CH:12]2[CH2:15][CH2:14][CH2:13]2)(=[O:11])=[O:10])=[CH:5][C:4]=1F.[C:17](=O)(O)[O-:18].[Na+], predict the reaction product. The product is: [Br:2][C:3]1[CH:8]=[CH:7][C:6]([S:9]([CH:12]2[CH2:15][CH2:14][CH2:13]2)(=[O:11])=[O:10])=[CH:5][C:4]=1[O:18][CH3:17]. (7) Given the reactants C([O:3][C:4](=[O:22])[C:5]1[CH:10]=[CH:9][C:8]([O:11][CH2:12][CH2:13][C:14]2[CH:19]=[CH:18][C:17]([CH2:20][CH3:21])=[CH:16][N:15]=2)=[CH:7][CH:6]=1)C.[OH-].[Na+], predict the reaction product. The product is: [CH2:20]([C:17]1[CH:18]=[CH:19][C:14]([CH2:13][CH2:12][O:11][C:8]2[CH:7]=[CH:6][C:5]([C:4]([OH:22])=[O:3])=[CH:10][CH:9]=2)=[N:15][CH:16]=1)[CH3:21].